This data is from Forward reaction prediction with 1.9M reactions from USPTO patents (1976-2016). The task is: Predict the product of the given reaction. Given the reactants [CH2:1]([C:3]1[S:24][C:6]2=[N:7][C:8]([CH3:23])=[C:9]([CH2:18][C:19]([O:21]C)=[O:20])[C:10]([C:11]3[CH:16]=[CH:15][C:14]([CH3:17])=[CH:13][CH:12]=3)=[C:5]2[C:4]=1[CH3:25])[CH3:2].[O-2].[Li+].[Li+].Cl, predict the reaction product. The product is: [CH2:1]([C:3]1[S:24][C:6]2=[N:7][C:8]([CH3:23])=[C:9]([CH2:18][C:19]([OH:21])=[O:20])[C:10]([C:11]3[CH:12]=[CH:13][C:14]([CH3:17])=[CH:15][CH:16]=3)=[C:5]2[C:4]=1[CH3:25])[CH3:2].